Dataset: Forward reaction prediction with 1.9M reactions from USPTO patents (1976-2016). Task: Predict the product of the given reaction. (1) Given the reactants [OH:1][C@@H:2]1[CH2:7][CH2:6][CH2:5][CH2:4][C@H:3]1[O:8][C:9]1[CH:10]=[CH:11][CH:12]=[C:13]2[C:17]=1[C:16](=[O:18])[N:15]([CH2:19][C:20]1[CH:25]=[CH:24][C:23]([C:26]3[N:30](C4CCCCO4)[N:29]=[CH:28][CH:27]=3)=[CH:22][CH:21]=1)[CH2:14]2.Cl.C(=O)([O-])O.[Na+], predict the reaction product. The product is: [OH:1][C@@H:2]1[CH2:7][CH2:6][CH2:5][CH2:4][C@H:3]1[O:8][C:9]1[CH:10]=[CH:11][CH:12]=[C:13]2[C:17]=1[C:16](=[O:18])[N:15]([CH2:19][C:20]1[CH:25]=[CH:24][C:23]([C:26]3[NH:30][N:29]=[CH:28][CH:27]=3)=[CH:22][CH:21]=1)[CH2:14]2. (2) Given the reactants [Cl:1][C:2]1[C:33]([F:34])=[CH:32][CH:31]=[CH:30][C:3]=1[CH2:4][NH:5][C:6](=[O:29])[N:7]([CH:9]([CH2:25][CH2:26][CH:27]=O)[CH2:10][O:11][C:12](=[O:24])[NH:13][C:14]1[N:15]=[CH:16][C:17]2[C:22]([CH:23]=1)=[CH:21][CH:20]=[CH:19][CH:18]=2)[CH3:8].[C:35]([O:39][C:40](=[O:45])[NH:41][CH2:42][CH2:43][NH2:44])([CH3:38])([CH3:37])[CH3:36].C(O[BH-](OC(=O)C)OC(=O)C)(=O)C.[Na+], predict the reaction product. The product is: [C:35]([O:39][C:40]([NH:41][CH2:42][CH2:43][NH:44][CH2:27][CH2:26][CH2:25][CH:9]([N:7]([CH3:8])[C:6]([NH:5][CH2:4][C:3]1[CH:30]=[CH:31][CH:32]=[C:33]([F:34])[C:2]=1[Cl:1])=[O:29])[CH2:10][O:11][C:12](=[O:24])[NH:13][C:14]1[N:15]=[CH:16][C:17]2[C:22]([CH:23]=1)=[CH:21][CH:20]=[CH:19][CH:18]=2)=[O:45])([CH3:38])([CH3:36])[CH3:37]. (3) Given the reactants [F:1][C:2]1[CH:10]=[CH:9][CH:8]=[CH:7][C:3]=1[C:4]([OH:6])=O.[C:11]([C:15]1[N:20]=[C:19]([N:21]2[CH2:26][CH2:25][N:24]([CH2:27][CH2:28][CH2:29][CH2:30][NH2:31])[CH2:23][CH2:22]2)[CH:18]=[C:17]([CH:32]2[CH2:35][CH2:34][CH2:33]2)[N:16]=1)([CH3:14])([CH3:13])[CH3:12].C(N(C(C)C)CC)(C)C.OC1C2N=NNC=2C=CC=1.Cl.C(N=C=NCCCN(C)C)C, predict the reaction product. The product is: [C:11]([C:15]1[N:20]=[C:19]([N:21]2[CH2:22][CH2:23][N:24]([CH2:27][CH2:28][CH2:29][CH2:30][NH:31][C:4](=[O:6])[C:3]3[CH:7]=[CH:8][CH:9]=[CH:10][C:2]=3[F:1])[CH2:25][CH2:26]2)[CH:18]=[C:17]([CH:32]2[CH2:35][CH2:34][CH2:33]2)[N:16]=1)([CH3:14])([CH3:12])[CH3:13]. (4) Given the reactants [F:1][C:2]1[CH:7]=[CH:6][CH:5]=[CH:4][C:3]=1[C:8]1[NH:12][CH:11]=[C:10]([CH:13]=[O:14])[CH:9]=1.[H-].[Na+].C1OCCOCCOCCOCCOC1.[Cl:32][C:33]1[N:38]=[CH:37][C:36]([S:39](Cl)(=[O:41])=[O:40])=[CH:35][CH:34]=1, predict the reaction product. The product is: [Cl:32][C:33]1[N:38]=[CH:37][C:36]([S:39]([N:12]2[C:8]([C:3]3[CH:4]=[CH:5][CH:6]=[CH:7][C:2]=3[F:1])=[CH:9][C:10]([CH:13]=[O:14])=[CH:11]2)(=[O:41])=[O:40])=[CH:35][CH:34]=1. (5) The product is: [ClH:35].[S:1]1[CH:5]=[CH:4][C:3]2[C:6]([N:10]3[CH2:11][CH2:12][N:13]([CH2:16][CH2:17][CH2:18][O:19][C:20]4[CH:29]=[C:28]5[C:23]([CH2:24][CH2:25][N:26]([CH3:31])[C:27]5=[O:30])=[CH:22][CH:21]=4)[CH2:14][CH2:15]3)=[CH:7][CH:8]=[CH:9][C:2]1=2. Given the reactants [S:1]1[CH:5]=[CH:4][C:3]2[C:6]([N:10]3[CH2:15][CH2:14][N:13]([CH2:16][CH2:17][CH2:18][O:19][C:20]4[CH:29]=[C:28]5[C:23]([CH2:24][CH2:25][N:26]([CH3:31])[C:27]5=[O:30])=[CH:22][CH:21]=4)[CH2:12][CH2:11]3)=[CH:7][CH:8]=[CH:9][C:2]1=2.C(O)C.[ClH:35], predict the reaction product. (6) The product is: [CH3:11][C:10]1([CH3:13])[CH2:5][CH2:4][CH2:3][C:2]([CH3:7])([CH3:1])[NH:12]1. Given the reactants [CH3:1][C:2]1[CH:7]=C[C:5](N)=[CH:4][C:3]=1N.[C:10](#[N:12])[CH3:11].[CH2:13]1COCC1, predict the reaction product.